This data is from Orexin1 receptor HTS with 218,158 compounds and 233 confirmed actives. The task is: Binary Classification. Given a drug SMILES string, predict its activity (active/inactive) in a high-throughput screening assay against a specified biological target. (1) The molecule is O1C(CNC(=O)CCCN2c3c(OCC2=O)ccc(c3)C)COc2c1cccc2. The result is 0 (inactive). (2) The result is 0 (inactive). The compound is O=c1n(c(nc2c1cccc2)C)c1ncccc1. (3) The compound is S(=O)(=O)(N1CCOCC1)c1cc(NC(=O)COc2c(cccc2)C)c(N2CCCC2)cc1. The result is 0 (inactive).